This data is from Full USPTO retrosynthesis dataset with 1.9M reactions from patents (1976-2016). The task is: Predict the reactants needed to synthesize the given product. Given the product [F:37][C:14]1[CH:13]=[CH:12][C:11]([NH:10][C:46]([C:43]2[CH:42]=[N:41][C:40]([O:39][CH3:38])=[CH:45][N:44]=2)=[O:47])=[CH:16][C:15]=1[C@:17]12[CH2:25][O:24][C@H:23]([CH3:26])[C@H:22]1[C:21](=[O:27])[N:20]([CH3:28])[C:19]([NH:29][C:30](=[O:36])[O:31][C:32]([CH3:33])([CH3:35])[CH3:34])=[N:18]2, predict the reactants needed to synthesize it. The reactants are: C(N(C(C)C)C(C)C)C.[NH2:10][C:11]1[CH:12]=[CH:13][C:14]([F:37])=[C:15]([C@:17]23[CH2:25][O:24][C@H:23]([CH3:26])[C@H:22]2[C:21](=[O:27])[N:20]([CH3:28])[C:19]([NH:29][C:30](=[O:36])[O:31][C:32]([CH3:35])([CH3:34])[CH3:33])=[N:18]3)[CH:16]=1.[CH3:38][O:39][C:40]1[N:41]=[CH:42][C:43]([C:46](O)=[O:47])=[N:44][CH:45]=1.F[P-](F)(F)(F)(F)F.N1(O[P+](N2CCCC2)(N2CCCC2)N2CCCC2)C2C=CC=CC=2N=N1.